From a dataset of NCI-60 drug combinations with 297,098 pairs across 59 cell lines. Regression. Given two drug SMILES strings and cell line genomic features, predict the synergy score measuring deviation from expected non-interaction effect. (1) Drug 2: N.N.Cl[Pt+2]Cl. Synergy scores: CSS=58.8, Synergy_ZIP=-0.578, Synergy_Bliss=-0.879, Synergy_Loewe=-3.02, Synergy_HSA=1.38. Cell line: HL-60(TB). Drug 1: CC1CCC2CC(C(=CC=CC=CC(CC(C(=O)C(C(C(=CC(C(=O)CC(OC(=O)C3CCCCN3C(=O)C(=O)C1(O2)O)C(C)CC4CCC(C(C4)OC)OCCO)C)C)O)OC)C)C)C)OC. (2) Drug 1: CN(C)C1=NC(=NC(=N1)N(C)C)N(C)C. Drug 2: C1=NC2=C(N=C(N=C2N1C3C(C(C(O3)CO)O)O)F)N. Cell line: MALME-3M. Synergy scores: CSS=-3.15, Synergy_ZIP=0.443, Synergy_Bliss=-1.82, Synergy_Loewe=-12.4, Synergy_HSA=-7.60. (3) Drug 1: C1CCC(C1)C(CC#N)N2C=C(C=N2)C3=C4C=CNC4=NC=N3. Drug 2: CNC(=O)C1=CC=CC=C1SC2=CC3=C(C=C2)C(=NN3)C=CC4=CC=CC=N4. Cell line: SR. Synergy scores: CSS=84.5, Synergy_ZIP=0.475, Synergy_Bliss=2.27, Synergy_Loewe=-12.1, Synergy_HSA=2.44.